Dataset: Forward reaction prediction with 1.9M reactions from USPTO patents (1976-2016). Task: Predict the product of the given reaction. (1) Given the reactants [NH2:1][C:2]1[N:7]=[C:6](Br)[C:5]([C:9]#[N:10])=[C:4]([S:11][CH3:12])[N:3]=1.[CH2:13]([O:15][C:16]([Sn](CCCC)(CCCC)CCCC)=[CH2:17])[CH3:14], predict the reaction product. The product is: [NH2:1][C:2]1[N:7]=[C:6]([C:13]([O:15][CH2:16][CH3:17])=[CH2:14])[C:5]([C:9]#[N:10])=[C:4]([S:11][CH3:12])[N:3]=1. (2) Given the reactants [CH3:1][C:2]1([CH3:8])[CH2:6][NH:5][C:4](=[O:7])[CH2:3]1.[Cl:9][C:10]1[N:15]=[C:14]([NH:16][C:17]([N:19]2[CH2:24][CH2:23][N:22]3[N:25]=[CH:26][C:27](C4C=CC(F)=CC=4)=[C:21]3[CH2:20]2)=[O:18])[CH:13]=[CH:12][C:11]=1[F:35].F[CH:37](F)C1C=C(NC(=O)OC2C=CC=CC=2)C=CN=1, predict the reaction product. The product is: [Cl:9][C:10]1[N:15]=[C:14]([NH:16][C:17]([N:19]2[C@@H:24]([CH3:37])[CH2:23][N:22]3[N:25]=[CH:26][C:27]([N:5]4[CH2:6][C:2]([CH3:8])([CH3:1])[CH2:3][C:4]4=[O:7])=[C:21]3[CH2:20]2)=[O:18])[CH:13]=[CH:12][C:11]=1[F:35].